From a dataset of TCR-epitope binding with 47,182 pairs between 192 epitopes and 23,139 TCRs. Binary Classification. Given a T-cell receptor sequence (or CDR3 region) and an epitope sequence, predict whether binding occurs between them. (1) The epitope is GLCTLVAML. The TCR CDR3 sequence is CASRRTTGANTEAFF. Result: 1 (the TCR binds to the epitope). (2) The TCR CDR3 sequence is CASSLGGGDYEQYF. The epitope is FLRGRAYGL. Result: 1 (the TCR binds to the epitope).